Dataset: Full USPTO retrosynthesis dataset with 1.9M reactions from patents (1976-2016). Task: Predict the reactants needed to synthesize the given product. (1) The reactants are: Br[CH2:2][CH2:3][CH2:4][CH2:5][CH2:6][CH2:7][CH2:8][CH2:9][CH2:10][CH2:11][CH2:12][CH2:13][CH2:14][C:15]([OH:17])=[O:16].O.[OH-].[Na+:20].[S:21]([O-:24])([O-:23])=[O:22].[Na+].[Na+]. Given the product [Na+:20].[S:21]([CH2:2][CH2:3][CH2:4][CH2:5][CH2:6][CH2:7][CH2:8][CH2:9][CH2:10][CH2:11][CH2:12][CH2:13][CH2:14][C:15]([O-:17])=[O:16])([OH:24])(=[O:23])=[O:22], predict the reactants needed to synthesize it. (2) The reactants are: I[C:2]1[CH:7]=[CH:6][C:5]([CH2:8][C:9]([O:11][CH3:12])=[O:10])=[CH:4][CH:3]=1.C(OC(=O)[NH:22][NH2:23])(OC(C)(C)C)=O.N1C2C(=CC=C3C=2N=CC=C3)C=CC=1.C(=O)([O-])[O-].[Cs+].[Cs+].O1CCOCC1.[ClH:51]. Given the product [ClH:51].[NH:22]([C:2]1[CH:7]=[CH:6][C:5]([CH2:8][C:9]([O:11][CH3:12])=[O:10])=[CH:4][CH:3]=1)[NH2:23], predict the reactants needed to synthesize it.